Dataset: Forward reaction prediction with 1.9M reactions from USPTO patents (1976-2016). Task: Predict the product of the given reaction. Given the reactants C[O:2][C:3](=[O:33])[CH2:4][N:5]1[C:13]2[C:8](=[CH:9][C:10]([F:14])=[CH:11][CH:12]=2)[C:7]([CH2:15][C:16]2[CH:21]=[CH:20][C:19]([Cl:22])=[CH:18][C:17]=2[S:23]([C:26]2[CH:31]=[CH:30][CH:29]=[CH:28][CH:27]=2)(=[O:25])=[O:24])=[C:6]1[CH3:32].[OH-].[Li+], predict the reaction product. The product is: [C:26]1([S:23]([C:17]2[CH:18]=[C:19]([Cl:22])[CH:20]=[CH:21][C:16]=2[CH2:15][C:7]2[C:8]3[C:13](=[CH:12][CH:11]=[C:10]([F:14])[CH:9]=3)[N:5]([CH2:4][C:3]([OH:33])=[O:2])[C:6]=2[CH3:32])(=[O:24])=[O:25])[CH:27]=[CH:28][CH:29]=[CH:30][CH:31]=1.